This data is from Reaction yield outcomes from USPTO patents with 853,638 reactions. The task is: Predict the reaction yield, written as a fraction of the theoretical maximum amount of product (1.0 means a 100% yield; for example, 0.34 means a 34% yield). (1) The catalyst is C1(C)C=CC=CC=1.CO.C1C=CC(P(C2C=CC=CC=2)[C-]2C=CC=C2)=CC=1.C1C=CC(P(C2C=CC=CC=2)[C-]2C=CC=C2)=CC=1.Cl[Pd]Cl.[Fe+2]. The product is [CH3:11][C:3]1[N:4]=[C:5]([NH:7][C:8](=[O:10])[CH3:9])[S:6][C:2]=1[C:22]1[CH:26]=[CH:25][S:24][CH:23]=1. The reactants are I[C:2]1[S:6][C:5]([NH:7][C:8](=[O:10])[CH3:9])=[N:4][C:3]=1[CH3:11].[F-].[K+].CC1(C)C(C)(C)OB([C:22]2[CH:26]=[CH:25][S:24][CH:23]=2)O1. The yield is 0.660. (2) The reactants are [Br:1][C:2]1[CH:10]=[CH:9][C:8]([O:11][CH3:12])=[CH:7][C:3]=1[C:4](O)=[O:5].B.C(=O)(O)[O-].[Na+]. The catalyst is C1COCC1. The product is [Br:1][C:2]1[CH:10]=[CH:9][C:8]([O:11][CH3:12])=[CH:7][C:3]=1[CH2:4][OH:5]. The yield is 1.00. (3) The reactants are [F:1][C:2]1[CH:7]=[CH:6][CH:5]=[C:4]([F:8])[C:3]=1[N:9]1[C:14]2[N:15]=[C:16](S(C)(=O)=O)[N:17]=[C:18]([C:19]3[CH:24]=[CH:23][C:22]([F:25])=[CH:21][C:20]=3[CH3:26])[C:13]=2[CH:12]=[CH:11][C:10]1=[O:31].[NH2:32][CH2:33][CH2:34][CH2:35][N:36]1[CH2:40][CH2:39][CH2:38][C:37]1=[O:41]. No catalyst specified. The product is [F:1][C:2]1[CH:7]=[CH:6][CH:5]=[C:4]([F:8])[C:3]=1[N:9]1[C:14]2[N:15]=[C:16]([NH:32][CH2:33][CH2:34][CH2:35][N:36]3[CH2:40][CH2:39][CH2:38][C:37]3=[O:41])[N:17]=[C:18]([C:19]3[CH:24]=[CH:23][C:22]([F:25])=[CH:21][C:20]=3[CH3:26])[C:13]=2[CH:12]=[CH:11][C:10]1=[O:31]. The yield is 0.850. (4) The reactants are [CH3:1][C:2]1[S:6][C:5]2[NH:7][C:8]3[CH:9]=[CH:10][CH:11]=[CH:12][C:13]=3[N:14]=[C:15]([N:16]3[CH2:21][CH2:20][N:19]([CH3:22])[CH2:18][CH2:17]3)[C:4]=2[CH:3]=1.[ClH:23]. The catalyst is C(OCC)(=O)C. The product is [ClH:23].[ClH:23].[CH3:1][C:2]1[S:6][C:5]2[NH:7][C:8]3[CH:9]=[CH:10][CH:11]=[CH:12][C:13]=3[N:14]=[C:15]([N:16]3[CH2:21][CH2:20][N:19]([CH3:22])[CH2:18][CH2:17]3)[C:4]=2[CH:3]=1. The yield is 0.970. (5) The reactants are N(/C(OC(C)(C)C)=O)=N\C(OC(C)(C)C)=O.[CH3:17][O:18][C:19]1[CH:20]=[C:21]([OH:28])[CH:22]=[CH:23][C:24]=1[N+:25]([O-:27])=[O:26].O[CH2:30][C:31]([O:33][CH3:34])=[O:32].C1(P(C2C=CC=CC=2)C2C=CC=CC=2)C=CC=CC=1. The catalyst is C(Cl)Cl. The product is [CH3:17][O:18][C:19]1[CH:20]=[C:21]([CH:22]=[CH:23][C:24]=1[N+:25]([O-:27])=[O:26])[O:28][CH2:30][C:31]([O:33][CH3:34])=[O:32]. The yield is 0.740.